This data is from Forward reaction prediction with 1.9M reactions from USPTO patents (1976-2016). The task is: Predict the product of the given reaction. (1) Given the reactants [C:1]1([CH2:7][CH2:8][CH2:9][C:10]([OH:12])=O)[CH:6]=[CH:5][CH:4]=[CH:3][CH:2]=1.C1C=CC2N(O)N=NC=2C=1.CN(C(ON1N=NC2C=CC=CC1=2)=[N+](C)C)C.F[P-](F)(F)(F)(F)F.C(N(CC)CC)C.Cl.[C:55]([C:58]1([C:64]2[CH:69]=[CH:68][CH:67]=[CH:66][CH:65]=2)[CH2:63][CH2:62][NH:61][CH2:60][CH2:59]1)(=[O:57])[CH3:56], predict the reaction product. The product is: [C:55]([C:58]1([C:64]2[CH:69]=[CH:68][CH:67]=[CH:66][CH:65]=2)[CH2:59][CH2:60][N:61]([C:10](=[O:12])[CH2:9][CH2:8][CH2:7][C:1]2[CH:2]=[CH:3][CH:4]=[CH:5][CH:6]=2)[CH2:62][CH2:63]1)(=[O:57])[CH3:56]. (2) Given the reactants [NH2:1][C:2]1[C:7]([C:8]([NH:10][CH2:11][C:12]2[CH:17]=[CH:16][CH:15]=[C:14]([O:18]C)[CH:13]=2)=[O:9])=[C:6]([NH:20][C@H:21]([C:23]2[N:28]([C:29]3[CH:34]=[CH:33][CH:32]=[CH:31][CH:30]=3)[C:27](=[O:35])[C:26]3=[C:36]([CH3:39])[CH:37]=[CH:38][N:25]3[N:24]=2)[CH3:22])[N:5]=[CH:4][N:3]=1.B(Br)(Br)Br, predict the reaction product. The product is: [NH2:1][C:2]1[C:7]([C:8]([NH:10][CH2:11][C:12]2[CH:17]=[CH:16][CH:15]=[C:14]([OH:18])[CH:13]=2)=[O:9])=[C:6]([NH:20][C@H:21]([C:23]2[N:28]([C:29]3[CH:30]=[CH:31][CH:32]=[CH:33][CH:34]=3)[C:27](=[O:35])[C:26]3=[C:36]([CH3:39])[CH:37]=[CH:38][N:25]3[N:24]=2)[CH3:22])[N:5]=[CH:4][N:3]=1.